From a dataset of Reaction yield outcomes from USPTO patents with 853,638 reactions. Predict the reaction yield, written as a fraction of the theoretical maximum amount of product (1.0 means a 100% yield; for example, 0.34 means a 34% yield). (1) The product is [CH2:17]([NH:20][C:24](=[O:25])[O:16][CH2:15][C:13]1[C:12]2[C:7]([CH:6]=[C:5]3[C:14]=1[CH:1]=[CH:2][CH:3]=[CH:4]3)=[CH:8][CH:9]=[CH:10][CH:11]=2)[CH2:18][CH3:19]. No catalyst specified. The yield is 0.930. The reactants are [CH:1]1[C:14]2[C:5](=[CH:6][C:7]3[C:12]([C:13]=2[CH2:15][OH:16])=[CH:11][CH:10]=[CH:9][CH:8]=3)[CH:4]=[CH:3][CH:2]=1.[CH2:17]([NH2:20])[CH2:18][CH3:19].Cl.CN(C)[CH:24]=[O:25]. (2) The yield is 0.367. The reactants are [CH2:1]([C:3]1[C:8](=[O:9])[NH:7][C:6]([CH3:10])=[C:5]([C:11]2[S:15][C:14]([S:16]([Cl:19])(=[O:18])=[O:17])=[CH:13][CH:12]=2)[CH:4]=1)[CH3:2].[NH2:20][CH2:21][CH2:22][N:23]1[CH2:27][CH2:26][CH2:25][CH2:24]1. No catalyst specified. The product is [ClH:19].[N:23]1([CH2:22][CH2:21][NH:20][S:16]([C:14]2[S:15][C:11]([C:5]3[CH:4]=[C:3]([CH2:1][CH3:2])[C:8](=[O:9])[NH:7][C:6]=3[CH3:10])=[CH:12][CH:13]=2)(=[O:18])=[O:17])[CH2:27][CH2:26][CH2:25][CH2:24]1. (3) The catalyst is CO.[Ni]. The reactants are [C:1]([C:5]1[C:13]2[C:8](=[CH:9][CH:10]=[C:11]([N+:14]([O-])=O)[CH:12]=2)[NH:7][CH:6]=1)([CH3:4])([CH3:3])[CH3:2]. The yield is 0.190. The product is [C:1]([C:5]1[C:13]2[C:8](=[CH:9][CH:10]=[C:11]([NH2:14])[CH:12]=2)[NH:7][CH:6]=1)([CH3:4])([CH3:2])[CH3:3]. (4) The yield is 0.420. The reactants are Cl[CH2:2][CH2:3][C:4]([C:6]1[CH:7]=[C:8]2[C:12](=[CH:13][CH:14]=1)[C:11]([CH3:16])([CH3:15])[C:10](=[O:17])[C:9]2([CH3:19])[CH3:18])=[O:5].Cl.[N:21]1([C:27]2[C:31]3[CH:32]=[CH:33][CH:34]=[CH:35][C:30]=3[O:29][N:28]=2)[CH2:26][CH2:25][NH:24][CH2:23][CH2:22]1.C(=O)([O-])[O-].[K+].[K+].[I-].[Na+]. The product is [O:29]1[C:30]2[CH:35]=[CH:34][CH:33]=[CH:32][C:31]=2[C:27]([N:21]2[CH2:22][CH2:23][N:24]([CH2:2][CH2:3][C:4]([C:6]3[CH:7]=[C:8]4[C:12](=[CH:13][CH:14]=3)[C:11]([CH3:16])([CH3:15])[C:10](=[O:17])[C:9]4([CH3:19])[CH3:18])=[O:5])[CH2:25][CH2:26]2)=[N:28]1. The catalyst is C(#N)C.O. (5) The reactants are [F:1][C:2]([F:18])([F:17])[C:3]1[CH:4]=[C:5]([CH2:13][C:14]([OH:16])=O)[CH:6]=[C:7]([C:9]([F:12])([F:11])[F:10])[CH:8]=1.[Cl:19][C:20]1[CH:21]=[C:22]([C:27]2([CH2:33][CH2:34][OH:35])[O:32][CH2:31][CH2:30][NH:29][CH2:28]2)[CH:23]=[CH:24][C:25]=1[Cl:26]. The catalyst is C(#N)C. The product is [F:1][C:2]([F:18])([F:17])[C:3]1[CH:4]=[C:5]([CH2:13][C:14]([N:29]2[CH2:30][CH2:31][O:32][C:27]([CH2:33][CH2:34][OH:35])([C:22]3[CH:23]=[CH:24][C:25]([Cl:26])=[C:20]([Cl:19])[CH:21]=3)[CH2:28]2)=[O:16])[CH:6]=[C:7]([C:9]([F:12])([F:11])[F:10])[CH:8]=1. The yield is 0.586. (6) The reactants are [CH2:1]([Mg]Br)[CH3:2].[Cl:5][C:6]1[CH:7]=[CH:8][C:9]([CH:29]=[O:30])=[C:10]2[C:14]=1[N:13]=[C:12]1[N:15]([C:19]3[CH:20]=[N:21][C:22]([N:26]([CH3:28])[CH3:27])=[CH:23][C:24]=3[CH3:25])[CH2:16][CH2:17][CH2:18][N:11]21. The catalyst is O1CCCC1. The product is [Cl:5][C:6]1[C:14]2[N:13]=[C:12]3[N:15]([C:19]4[CH:20]=[N:21][C:22]([N:26]([CH3:27])[CH3:28])=[CH:23][C:24]=4[CH3:25])[CH2:16][CH2:17][CH2:18][N:11]3[C:10]=2[C:9]([CH:29]([OH:30])[CH2:1][CH3:2])=[CH:8][CH:7]=1. The yield is 0.790.